Dataset: Forward reaction prediction with 1.9M reactions from USPTO patents (1976-2016). Task: Predict the product of the given reaction. The product is: [F:8][C:9]1[CH:14]=[CH:13][CH:12]=[C:11]([F:15])[C:10]=1[NH:16][C:17]([NH:1][C:2]1[CH:7]=[CH:6][N:5]=[CH:4][CH:3]=1)=[O:18]. Given the reactants [NH2:1][C:2]1[CH:7]=[CH:6][N:5]=[CH:4][CH:3]=1.[F:8][C:9]1[CH:14]=[CH:13][CH:12]=[C:11]([F:15])[C:10]=1[N:16]=[C:17]=[O:18], predict the reaction product.